From a dataset of Catalyst prediction with 721,799 reactions and 888 catalyst types from USPTO. Predict which catalyst facilitates the given reaction. (1) Reactant: Cl.[Cl:2][C:3]1[N:8]=[N:7][C:6]([CH2:9][NH2:10])=[CH:5][CH:4]=1.C(N(CC)CC)C.[C:18](O[C:18]([O:20][C:21]([CH3:24])([CH3:23])[CH3:22])=[O:19])([O:20][C:21]([CH3:24])([CH3:23])[CH3:22])=[O:19]. Product: [C:21]([O:20][C:18](=[O:19])[NH:10][CH2:9][C:6]1[N:7]=[N:8][C:3]([Cl:2])=[CH:4][CH:5]=1)([CH3:24])([CH3:23])[CH3:22]. The catalyst class is: 10. (2) Reactant: [CH:1]1([CH2:4][O:5][C:6]2[CH:11]=[C:10]([N+:12]([O-])=O)[CH:9]=[CH:8][C:7]=2[NH:15][S:16]([CH3:19])(=[O:18])=[O:17])[CH2:3][CH2:2]1.[NH4+].[Cl-]. Product: [NH2:12][C:10]1[CH:9]=[CH:8][C:7]([NH:15][S:16]([CH3:19])(=[O:18])=[O:17])=[C:6]([O:5][CH2:4][CH:1]2[CH2:3][CH2:2]2)[CH:11]=1. The catalyst class is: 314. (3) Reactant: [H-].[Na+].C([C:5]([CH2:17][CH3:18])(P(O)(O)=O)[C:6]([O:8][C:9]([CH3:12])([CH3:11])[CH3:10])=[O:7])C.[F:19][C:20]1[CH:27]=[CH:26]C(C=O)=[CH:22][C:21]=1[N+:28]([O-:30])=[O:29].O. Product: [F:19][C:20]1[CH:27]=[CH:26][C:18](/[CH:17]=[CH:5]/[C:6]([O:8][C:9]([CH3:10])([CH3:11])[CH3:12])=[O:7])=[CH:22][C:21]=1[N+:28]([O-:30])=[O:29]. The catalyst class is: 1. (4) Reactant: [CH3:1][O:2][C:3]([C:5]1[CH:10]=[CH:9][N:8]=[C:7]([C:11]([OH:13])=O)[CH:6]=1)=[O:4].C(Cl)(=O)C([Cl:17])=O. Product: [Cl:17][C:11]([C:7]1[CH:6]=[C:5]([CH:10]=[CH:9][N:8]=1)[C:3]([O:2][CH3:1])=[O:4])=[O:13]. The catalyst class is: 4. (5) Reactant: [O:1]1[C:5]2[CH:6]=[CH:7][CH:8]=[CH:9][C:4]=2[CH:3]=[C:2]1[C:10]1[N:19]=[C:18]([Cl:20])[C:17]2[C:12](=[CH:13][CH:14]=[CH:15][CH:16]=2)[N:11]=1.[N:21]1([CH2:27][CH2:28][CH2:29][NH2:30])[CH2:26][CH2:25][O:24][CH2:23][CH2:22]1. Product: [ClH:20].[ClH:20].[O:1]1[C:5]2[CH:6]=[CH:7][CH:8]=[CH:9][C:4]=2[CH:3]=[C:2]1[C:10]1[N:19]=[C:18]([NH:30][CH2:29][CH2:28][CH2:27][N:21]2[CH2:26][CH2:25][O:24][CH2:23][CH2:22]2)[C:17]2[C:12](=[CH:13][CH:14]=[CH:15][CH:16]=2)[N:11]=1. The catalyst class is: 12. (6) Reactant: [Cl:1][C:2]1[CH:36]=[CH:35][C:5]([O:6][C:7]2[C:12]([F:13])=[CH:11][C:10]([S:14]([N:17](CC3C=CC(OC)=CC=3OC)[C:18]3[S:22][N:21]=[CH:20][N:19]=3)(=[O:16])=[O:15])=[C:9]([F:34])[CH:8]=2)=[C:4]([C:37]2[N:41]([CH:42]3[CH2:45][N:44](C(C4C=CC=CC=4)C4C=CC=CC=4)[CH2:43]3)[N:40]=[CH:39][CH:38]=2)[CH:3]=1.CN(C)C1C2C(=CC=CC=2N(C)C)C=CC=1.ClC(OC(Cl)C)=O. Product: [NH:44]1[CH2:43][CH:42]([N:41]2[C:37]([C:4]3[CH:3]=[C:2]([Cl:1])[CH:36]=[CH:35][C:5]=3[O:6][C:7]3[C:12]([F:13])=[CH:11][C:10]([S:14]([NH:17][C:18]4[S:22][N:21]=[CH:20][N:19]=4)(=[O:15])=[O:16])=[C:9]([F:34])[CH:8]=3)=[CH:38][CH:39]=[N:40]2)[CH2:45]1. The catalyst class is: 98.